From a dataset of Forward reaction prediction with 1.9M reactions from USPTO patents (1976-2016). Predict the product of the given reaction. (1) Given the reactants O=[C:2]1[C:11]2[C:6](=[CH:7][CH:8]=[CH:9][CH:10]=2)[O:5][C:4]([C:12]([OH:14])=[O:13])=[CH:3]1, predict the reaction product. The product is: [O:5]1[C:6]2[C:11](=[CH:10][CH:9]=[CH:8][CH:7]=2)[CH2:2][CH2:3][CH:4]1[C:12]([OH:14])=[O:13]. (2) The product is: [C:1]([C:3]1[C:12]2[C:7](=[CH:8][CH:9]=[CH:10][CH:11]=2)[CH:6]=[CH:5][C:4]=1[CH2:13][CH2:14][CH2:15][CH2:16][CH2:17][CH2:18][CH2:20][CH2:21][CH2:22][CH3:23])#[CH:2]. Given the reactants [C:1]([C:3]1[C:12]2[C:7](=[CH:8][CH:9]=[CH:10][CH:11]=2)[CH:6]=[CH:5][C:4]=1[CH2:13][CH2:14][CH2:15][CH2:16][CH2:17][CH3:18])#[CH:2].Br[CH2:20][CH2:21][CH2:22][CH2:23]CC.BrCCCCCCCCCC, predict the reaction product.